Predict the product of the given reaction. From a dataset of Forward reaction prediction with 1.9M reactions from USPTO patents (1976-2016). (1) Given the reactants [CH3:1][O:2][C:3]1[CH:12]=[CH:11][CH:10]=[C:9]2[C:4]=1[CH2:5][CH2:6][NH:7][CH:8]2[C:13]1[CH:18]=[CH:17][C:16]([C:19]([F:22])([F:21])[F:20])=[CH:15][CH:14]=1.[C:23]([N:27]=[C:28]=[O:29])([CH3:26])([CH3:25])[CH3:24], predict the reaction product. The product is: [C:23]([NH:27][C:28]([N:7]1[CH2:6][CH2:5][C:4]2[C:9](=[CH:10][CH:11]=[CH:12][C:3]=2[O:2][CH3:1])[CH:8]1[C:13]1[CH:18]=[CH:17][C:16]([C:19]([F:22])([F:20])[F:21])=[CH:15][CH:14]=1)=[O:29])([CH3:26])([CH3:25])[CH3:24]. (2) Given the reactants [F:1][C:2]1[CH:7]=[CH:6][CH:5]=[CH:4][C:3]=1B(O)O.[C:11]1(=[O:16])[CH2:15][CH2:14][CH:13]=[CH:12]1.C(N(CC)CC)C, predict the reaction product. The product is: [F:1][C:2]1[CH:7]=[CH:6][CH:5]=[CH:4][C:3]=1[C@H:13]1[CH2:14][CH2:15][C:11](=[O:16])[CH2:12]1. (3) Given the reactants O=[C:2]1[CH2:7][CH2:6][CH2:5][N:4]([C:8]([O:10][C:11]([CH3:14])([CH3:13])[CH3:12])=[O:9])[CH2:3]1.[C-]#N.[K+].[C:18](=[O:21])([O-])[O-].[NH4+:22].[NH4+:23].[CH2:24]([OH:26])C, predict the reaction product. The product is: [O:26]=[C:24]1[NH:23][C:18](=[O:21])[C:2]2([CH2:7][CH2:6][CH2:5][N:4]([C:8]([O:10][C:11]([CH3:14])([CH3:13])[CH3:12])=[O:9])[CH2:3]2)[NH:22]1. (4) Given the reactants O[CH2:2][C:3]1[CH:8]=[CH:7][C:6]([NH:9][C:10]2[N:15]=[C:14]([NH:16][CH2:17][C:18]3[C:19]([N:24]([CH3:29])[S:25]([CH3:28])(=[O:27])=[O:26])=[N:20][CH:21]=[CH:22][CH:23]=3)[C:13]([C:30]([F:33])([F:32])[F:31])=[CH:12][N:11]=2)=[CH:5][CH:4]=1.S(Cl)([Cl:36])=O, predict the reaction product. The product is: [Cl:36][CH2:2][C:3]1[CH:8]=[CH:7][C:6]([NH:9][C:10]2[N:15]=[C:14]([NH:16][CH2:17][C:18]3[C:19]([N:24]([CH3:29])[S:25]([CH3:28])(=[O:27])=[O:26])=[N:20][CH:21]=[CH:22][CH:23]=3)[C:13]([C:30]([F:33])([F:32])[F:31])=[CH:12][N:11]=2)=[CH:5][CH:4]=1. (5) The product is: [Na+:58].[F:47][C:44]1[CH:45]=[CH:46][C:41]([C:39]2[N:38]([C:48]3[CH:49]=[N:50][C:51]([O:54][CH3:55])=[CH:52][CH:53]=3)[N:37]=[C:36]([C:34]([O-:35])=[O:33])[N:40]=2)=[N:42][CH:43]=1. Given the reactants NC1C=CC(OC)=NC=1.C(OC(=O)C(NC(C1C=CC(F)=CN=1)=O)C(OCC)=O)C.C([O:33][C:34]([C:36]1[N:40]=[C:39]([C:41]2[CH:46]=[CH:45][C:44]([F:47])=[CH:43][N:42]=2)[N:38]([C:48]2[CH:49]=[N:50][C:51]([O:54][CH3:55])=[CH:52][CH:53]=2)[N:37]=1)=[O:35])C.C[O-].[Na+:58], predict the reaction product.